The task is: Predict the reaction yield, written as a fraction of the theoretical maximum amount of product (1.0 means a 100% yield; for example, 0.34 means a 34% yield).. This data is from Reaction yield outcomes from USPTO patents with 853,638 reactions. The reactants are [Br:1][C:2]1[C:10]2[C:5](=[CH:6][C:7]([N+:11]([O-])=O)=[CH:8][CH:9]=2)[N:4]([CH2:14][CH2:15][N:16]2[CH2:20][CH2:19][CH2:18][CH2:17]2)[N:3]=1.[Cl-].[NH4+]. The catalyst is C(O)C.[Fe]. The product is [Br:1][C:2]1[C:10]2[C:5](=[CH:6][C:7]([NH2:11])=[CH:8][CH:9]=2)[N:4]([CH2:14][CH2:15][N:16]2[CH2:17][CH2:18][CH2:19][CH2:20]2)[N:3]=1. The yield is 0.950.